From a dataset of Forward reaction prediction with 1.9M reactions from USPTO patents (1976-2016). Predict the product of the given reaction. (1) Given the reactants C1(O)CCCCCCCCCCCCC1.[C:16]([O:19][CH:20]1[CH2:31][CH2:30][CH2:29][CH2:28][CH2:27][CH2:26][CH:25]([OH:32])[CH:24]=[CH:23][CH2:22][CH2:21]1)(=[O:18])[CH3:17].[H][H], predict the reaction product. The product is: [C:16]([O:19][CH:20]1[CH2:31][CH2:30][CH2:29][CH2:28][CH2:27][CH2:26][CH:25]([OH:32])[CH2:24][CH2:23][CH2:22][CH2:21]1)(=[O:18])[CH3:17]. (2) Given the reactants [F:1][C:2]1[CH:3]=[C:4]2[C:8](=[CH:9][CH:10]=1)[NH:7][C:6](=[O:11])[CH2:5]2.[Li+].C[Si]([N-][Si](C)(C)C)(C)C.C1COCC1.[O:27]=[S:28]1(=[O:47])[CH2:33][CH2:32][N:31]([CH2:34][CH2:35][CH2:36][C:37]2[CH:38]=[C:39]3[C:43](=[CH:44][CH:45]=2)[C:42](=O)[O:41][CH2:40]3)[CH2:30][CH2:29]1.[ClH:48], predict the reaction product. The product is: [O:47]=[S:28]1(=[O:27])[CH2:29][CH2:30][N:31]([CH2:34][CH2:35][CH2:36][C:37]2[CH:38]=[C:39]3[C:43](=[CH:44][CH:45]=2)[C:42](=[C:5]2[C:4]4[C:8](=[CH:9][CH:10]=[C:2]([F:1])[CH:3]=4)[NH:7][C:6]2=[O:11])[O:41][CH2:40]3)[CH2:32][CH2:33]1.[ClH:48]. (3) The product is: [CH3:10][O:9][C:6]1[CH:5]=[C:4]([CH3:11])[C:3]([O:2][CH3:1])=[CH:8][C:7]=1[CH:19]=[O:20]. Given the reactants [CH3:1][O:2][C:3]1[CH:8]=[CH:7][C:6]([O:9][CH3:10])=[CH:5][C:4]=1[CH3:11].O=P(Cl)(Cl)Cl.CN(C1C=CC=CC=1)[CH:19]=[O:20], predict the reaction product. (4) Given the reactants [F:1][C:2]1[CH:3]=[C:4]([C:9]2[CH:10]=[C:11]([CH3:27])[C:12]([CH3:26])=[C:13]([CH2:15][NH:16][C:17]3[C:18]([F:25])=[C:19]([OH:24])[CH:20]=[CH:21][C:22]=3[F:23])[CH:14]=2)[CH:5]=[C:6]([F:8])[CH:7]=1.C([O-])([O-])=O.[Cs+].[Cs+].Br[CH2:35][C:36]([O:38][CH:39]([CH3:41])[CH3:40])=[O:37], predict the reaction product. The product is: [F:1][C:2]1[CH:3]=[C:4]([C:9]2[CH:10]=[C:11]([CH3:27])[C:12]([CH3:26])=[C:13]([CH2:15][NH:16][C:17]3[C:18]([F:25])=[C:19]([CH:20]=[CH:21][C:22]=3[F:23])[O:24][CH2:35][C:36]([O:38][CH:39]([CH3:41])[CH3:40])=[O:37])[CH:14]=2)[CH:5]=[C:6]([F:8])[CH:7]=1.